Dataset: Full USPTO retrosynthesis dataset with 1.9M reactions from patents (1976-2016). Task: Predict the reactants needed to synthesize the given product. Given the product [N:15]1([S:2]([C:5]2[CH:6]=[C:7]3[C:11](=[CH:12][CH:13]=2)[NH:10][C:9](=[O:14])[CH2:8]3)(=[O:4])=[O:3])[CH2:20][CH2:19][O:18][CH2:17][CH2:16]1, predict the reactants needed to synthesize it. The reactants are: Cl[S:2]([C:5]1[CH:6]=[C:7]2[C:11](=[CH:12][CH:13]=1)[NH:10][C:9](=[O:14])[CH2:8]2)(=[O:4])=[O:3].[NH:15]1[CH2:20][CH2:19][O:18][CH2:17][CH2:16]1.